Regression. Given a peptide amino acid sequence and an MHC pseudo amino acid sequence, predict their binding affinity value. This is MHC class I binding data. From a dataset of Peptide-MHC class I binding affinity with 185,985 pairs from IEDB/IMGT. (1) The peptide sequence is ALIGGFKPV. The MHC is HLA-A02:01 with pseudo-sequence HLA-A02:01. The binding affinity (normalized) is 0.936. (2) The peptide sequence is IMSIGFEARI. The MHC is HLA-A68:02 with pseudo-sequence HLA-A68:02. The binding affinity (normalized) is 0.620.